The task is: Predict the product of the given reaction.. This data is from Forward reaction prediction with 1.9M reactions from USPTO patents (1976-2016). (1) The product is: [C:3]1([S:9][C:10]2[CH:15]=[CH:14][C:13]([NH2:16])=[CH:12][CH:11]=2)[CH:4]=[CH:5][CH:6]=[CH:7][CH:8]=1. Given the reactants [BH4-].[Na+].[C:3]1([S:9][C:10]2[CH:15]=[CH:14][C:13]([N+:16]([O-])=O)=[CH:12][CH:11]=2)[CH:8]=[CH:7][CH:6]=[CH:5][CH:4]=1, predict the reaction product. (2) Given the reactants C1COCC1.[CH3:6][N:7]1[C:12]([CH3:13])=[C:11]([CH3:14])[C:10]([C@@H:15]2[CH2:20][CH2:19][N:18]([C:21]([O:23][C:24]([CH3:27])([CH3:26])[CH3:25])=[O:22])[CH2:17][C@H:16]2[C:28]([O:30]CC)=[O:29])=[CH:9][C:8]1=[O:33].[OH-].[Li+], predict the reaction product. The product is: [CH3:27][C:24]([O:23][C:21]([N:18]1[CH2:19][CH2:20][C@@H:15]([C:10]2[C:11]([CH3:14])=[C:12]([CH3:13])[N:7]([CH3:6])[C:8](=[O:33])[CH:9]=2)[C@H:16]([C:28]([OH:30])=[O:29])[CH2:17]1)=[O:22])([CH3:25])[CH3:26].